This data is from Full USPTO retrosynthesis dataset with 1.9M reactions from patents (1976-2016). The task is: Predict the reactants needed to synthesize the given product. (1) Given the product [CH3:29][O:28][C:26]([C:30]1[S:31][CH:32]=[CH:33][C:34]=1[S:35]([N:23]1[CH2:22][CH2:21][CH:20]([NH:19][C:4]2[N:3]=[C:2]([NH2:1])[C:7]([C:8](=[O:9])[C:10]3[CH:15]=[C:14]([F:16])[CH:13]=[CH:12][C:11]=3[O:17][CH3:18])=[CH:6][N:5]=2)[CH2:25][CH2:24]1)(=[O:37])=[O:36])=[O:27], predict the reactants needed to synthesize it. The reactants are: [NH2:1][C:2]1[C:7]([C:8]([C:10]2[CH:15]=[C:14]([F:16])[CH:13]=[CH:12][C:11]=2[O:17][CH3:18])=[O:9])=[CH:6][N:5]=[C:4]([NH:19][CH:20]2[CH2:25][CH2:24][NH:23][CH2:22][CH2:21]2)[N:3]=1.[C:26]([C:30]1[S:31][CH:32]=[CH:33][C:34]=1[S:35](Cl)(=[O:37])=[O:36])([O:28][CH3:29])=[O:27]. (2) Given the product [CH3:17][NH:16][S:13]([C:10]1[CH:11]=[C:12]2[C:7]([C:6]([CH3:19])([CH3:18])[CH2:5][NH:4]2)=[CH:8][CH:9]=1)(=[O:15])=[O:14], predict the reactants needed to synthesize it. The reactants are: C([N:4]1[C:12]2[C:7](=[CH:8][CH:9]=[C:10]([S:13]([NH:16][CH3:17])(=[O:15])=[O:14])[CH:11]=2)[C:6]([CH3:19])([CH3:18])[CH2:5]1)(=O)C.Cl. (3) Given the product [OH:42][C:36]([C:38]([F:41])([F:40])[F:39])=[O:37].[NH2:7][CH:8]1[CH2:9][CH2:10][CH:11]([N:14]2[CH2:17][CH:16]([NH:18][C:19]([CH2:20][NH:21][C:22](=[O:33])[C:23]3[CH:28]=[CH:27][CH:26]=[C:25]([C:29]([F:30])([F:31])[F:32])[CH:24]=3)=[O:34])[CH2:15]2)[CH2:12][CH2:13]1, predict the reactants needed to synthesize it. The reactants are: C(OC(=O)[NH:7][CH:8]1[CH2:13][CH2:12][CH:11]([N:14]2[CH2:17][CH:16]([NH:18][C:19](=[O:34])[CH2:20][NH:21][C:22](=[O:33])[C:23]3[CH:28]=[CH:27][CH:26]=[C:25]([C:29]([F:32])([F:31])[F:30])[CH:24]=3)[CH2:15]2)[CH2:10][CH2:9]1)(C)(C)C.[C:36]([OH:42])([C:38]([F:41])([F:40])[F:39])=[O:37]. (4) Given the product [Cl:18][C:14]1[CH:13]=[C:12]([C:10]2[C:9]3[C:4](=[CH:5][CH:6]=[CH:7][CH:8]=3)[C:3](=[O:19])[N:2]([NH:1][C:26](=[O:27])[CH2:25][CH:22]3[CH2:23][CH2:24][O:20][CH2:21]3)[N:11]=2)[CH:17]=[CH:16][N:15]=1, predict the reactants needed to synthesize it. The reactants are: [NH2:1][N:2]1[N:11]=[C:10]([C:12]2[CH:17]=[CH:16][N:15]=[C:14]([Cl:18])[CH:13]=2)[C:9]2[C:4](=[CH:5][CH:6]=[CH:7][CH:8]=2)[C:3]1=[O:19].[O:20]1[CH2:24][CH2:23][CH:22]([CH2:25][C:26](O)=[O:27])[CH2:21]1. (5) Given the product [Cl:6][C:7]1[CH:12]=[CH:11][N:10]=[C:9]2[CH:13]=[C:14]([CH:19]=[O:20])[S:15][C:8]=12, predict the reactants needed to synthesize it. The reactants are: C([Li])CCC.[Cl:6][C:7]1[CH:12]=[CH:11][N:10]=[C:9]2[CH:13]=[CH:14][S:15][C:8]=12.CN([CH:19]=[O:20])C.Cl.C(=O)(O)[O-].[Na+]. (6) Given the product [CH:24]([C:21]1[CH:22]=[CH:23][C:18]([C:7]2[C:8]3[C:13](=[CH:12][CH:11]=[C:10]([O:14][CH2:15][C:16]#[CH:17])[CH:9]=3)[N:4](/[CH:3]=[CH:2]/[C:28]3[C:29]([CH3:36])=[CH:30][C:31]([CH3:35])=[CH:32][C:33]=3[CH3:34])[C:5](=[O:27])[N:6]=2)=[CH:19][CH:20]=1)([CH3:25])[CH3:26], predict the reactants needed to synthesize it. The reactants are: O[CH:2]([C:28]1[C:33]([CH3:34])=[CH:32][C:31]([CH3:35])=[CH:30][C:29]=1[CH3:36])[CH2:3][N:4]1[C:13]2[C:8](=[CH:9][C:10]([O:14][CH2:15][C:16]#[CH:17])=[CH:11][CH:12]=2)[C:7]([C:18]2[CH:23]=[CH:22][C:21]([CH:24]([CH3:26])[CH3:25])=[CH:20][CH:19]=2)=[N:6][C:5]1=[O:27].FC(F)(F)S(OS(C(F)(F)F)(=O)=O)(=O)=O. (7) Given the product [CH3:1][N:2]1[CH:6]=[C:5]([C:7]2[CH:8]=[C:9]3[C:15]([C:16]4[N:21]=[C:20]([N:22]5[CH2:28][CH2:27][CH2:26][C@@H:25]([NH2:29])[CH2:24][CH2:23]5)[CH:19]=[CH:18][CH:17]=4)=[N:14][N:13]([CH:40]4[CH2:45][CH2:44][CH2:43][CH2:42][O:41]4)[C:10]3=[CH:11][N:12]=2)[CH:4]=[N:3]1, predict the reactants needed to synthesize it. The reactants are: [CH3:1][N:2]1[CH:6]=[C:5]([C:7]2[CH:8]=[C:9]3[C:15]([C:16]4[N:21]=[C:20]([N:22]5[CH2:28][CH2:27][CH2:26][C@@H:25]([NH:29]C(=O)OCC6C=CC=CC=6)[CH2:24][CH2:23]5)[CH:19]=[CH:18][CH:17]=4)=[N:14][N:13]([CH:40]4[CH2:45][CH2:44][CH2:43][CH2:42][O:41]4)[C:10]3=[CH:11][N:12]=2)[CH:4]=[N:3]1.C1CC=CCC=1. (8) The reactants are: C1(CO[C:9]([NH:11][CH2:12][C:13]2[NH:17][C:16]3[CH:18]=[CH:19][CH:20]=[C:21]([N:22]4[CH2:27][CH2:26][N:25]([C:28]([O:30][C:31]([CH3:34])([CH3:33])[CH3:32])=[O:29])[CH2:24][CH2:23]4)[C:15]=3[N:14]=2)=O)C=CC=CC=1.[N:35]1[C:44]2[C:43](=O)[CH2:42][CH2:41][CH2:40][C:39]=2[CH:38]=[CH:37][CH:36]=1.C=O. Given the product [CH3:9][N:11]([CH2:12][C:13]1[NH:17][C:16]2[CH:18]=[CH:19][CH:20]=[C:21]([N:22]3[CH2:23][CH2:24][N:25]([C:28]([O:30][C:31]([CH3:32])([CH3:34])[CH3:33])=[O:29])[CH2:26][CH2:27]3)[C:15]=2[N:14]=1)[CH:43]1[C:44]2[N:35]=[CH:36][CH:37]=[CH:38][C:39]=2[CH2:40][CH2:41][CH2:42]1, predict the reactants needed to synthesize it. (9) Given the product [F:28][CH:2]([F:1])[C:3]1[CH:7]=[C:6]([CH:8]([F:9])[F:10])[N:5]([CH2:11][C:12]([N:14]2[CH2:15][CH2:16][CH:17]([C:20]3[S:21][CH:22]=[C:23]([C:25]4[CH2:43][CH:42]([C:39]5[CH:38]=[CH:37][C:36]([NH:35][C:34](=[O:44])[O:33][C:29]([CH3:32])([CH3:31])[CH3:30])=[CH:41][CH:40]=5)[O:27][N:26]=4)[N:24]=3)[CH2:18][CH2:19]2)=[O:13])[N:4]=1, predict the reactants needed to synthesize it. The reactants are: [F:1][CH:2]([F:28])[C:3]1[CH:7]=[C:6]([CH:8]([F:10])[F:9])[N:5]([CH2:11][C:12]([N:14]2[CH2:19][CH2:18][CH:17]([C:20]3[S:21][CH:22]=[C:23]([CH:25]=[N:26][OH:27])[N:24]=3)[CH2:16][CH2:15]2)=[O:13])[N:4]=1.[C:29]([O:33][C:34](=[O:44])[NH:35][C:36]1[CH:41]=[CH:40][C:39]([CH:42]=[CH2:43])=[CH:38][CH:37]=1)([CH3:32])([CH3:31])[CH3:30].C(=O)([O-])O.[K+].ClN1C(=O)CCC1=O.